Dataset: Full USPTO retrosynthesis dataset with 1.9M reactions from patents (1976-2016). Task: Predict the reactants needed to synthesize the given product. (1) Given the product [CH3:1][O:2][C:3](=[O:28])[CH2:4][CH2:5][CH2:6][CH2:7][CH2:8][NH:9][C:10]1[C:11]2[C:18]([C:19]3[CH:24]=[CH:23][C:22]([O:25][CH3:26])=[CH:21][CH:20]=3)=[C:17]([C:34]3[CH:33]=[CH:32][CH:31]=[C:30]([F:29])[CH:35]=3)[O:16][C:12]=2[N:13]=[CH:14][N:15]=1, predict the reactants needed to synthesize it. The reactants are: [CH3:1][O:2][C:3](=[O:28])[CH2:4][CH2:5][CH2:6][CH2:7][CH2:8][NH:9][C:10]1[C:11]2[C:18]([C:19]3[CH:24]=[CH:23][C:22]([O:25][CH3:26])=[CH:21][CH:20]=3)=[C:17](Br)[O:16][C:12]=2[N:13]=[CH:14][N:15]=1.[F:29][C:30]1[CH:31]=[C:32](B(O)O)[CH:33]=[CH:34][CH:35]=1.C(=O)([O-])[O-].[Cs+].[Cs+].P([O-])([O-])([O-])=O.[K+].[K+].[K+]. (2) Given the product [ClH:1].[Cl:1][C:2]1[N:7]=[CH:6][C:5]([S:8]([C:11]2[S:15][C:14]([CH2:16][NH:17][CH3:18])=[CH:13][C:12]=2[C:26]2[C:27]([F:32])=[N:28][CH:29]=[CH:30][CH:31]=2)(=[O:9])=[O:10])=[CH:4][CH:3]=1, predict the reactants needed to synthesize it. The reactants are: [Cl:1][C:2]1[N:7]=[CH:6][C:5]([S:8]([C:11]2[S:15][C:14]([CH2:16][N:17](C)[C:18](=O)OC(C)(C)C)=[CH:13][C:12]=2[C:26]2[C:27]([F:32])=[N:28][CH:29]=[CH:30][CH:31]=2)(=[O:10])=[O:9])=[CH:4][CH:3]=1. (3) Given the product [F:20][C:17]([C@@H:14]1[CH:13]2[C@@:8]([C:6]3[CH:7]=[C:2]([NH:35][C:33](=[O:34])[C:32]([F:37])([F:36])[F:31])[CH:3]=[CH:4][C:5]=3[F:30])([N:9]=[C:10]([NH:21][C:22](=[O:29])[C:23]3[CH:28]=[CH:27][CH:26]=[CH:25][CH:24]=3)[S:11][CH2:12]2)[CH2:16][O:15]1)([F:19])[CH3:18], predict the reactants needed to synthesize it. The reactants are: Br[C:2]1[CH:3]=[CH:4][C:5]([F:30])=[C:6]([C@:8]23[CH2:16][O:15][C@H:14]([C:17]([F:20])([F:19])[CH3:18])[C@H:13]2[CH2:12][S:11][C:10]([NH:21][C:22](=[O:29])[C:23]2[CH:28]=[CH:27][CH:26]=[CH:25][CH:24]=2)=[N:9]3)[CH:7]=1.[F:31][C:32]([F:37])([F:36])[C:33]([NH2:35])=[O:34].C(=O)([O-])[O-].[K+].[K+].[I-].[Na+].CN[C@@H]1CCCC[C@H]1NC. (4) Given the product [CH:1]([O:4][C:5]([NH:7][CH2:8][C@@H:9]([CH2:14][CH:15]([CH3:17])[CH3:16])[CH2:10][C:11]([OH:13])=[O:12])=[O:6])([CH3:3])[CH3:2], predict the reactants needed to synthesize it. The reactants are: [CH:1]([O:4][C:5]([NH:7][CH2:8][CH:9]([CH2:14][CH:15]([CH3:17])[CH3:16])[CH2:10][C:11]([OH:13])=[O:12])=[O:6])([CH3:3])[CH3:2].C(N(CC)CC)C. (5) Given the product [Cl:31][C:2]1[CH:3]=[C:4]([CH:8]2[CH2:17][C:16](=[O:18])[C:15]3[C:10](=[CH:11][CH:12]=[C:13]([OH:19])[CH:14]=3)[O:9]2)[CH:5]=[CH:6][CH:7]=1, predict the reactants needed to synthesize it. The reactants are: F[C:2]1[CH:3]=[C:4]([CH:8]2[CH2:17][C:16](=[O:18])[C:15]3[C:10](=[CH:11][CH:12]=[C:13]([OH:19])[CH:14]=3)[O:9]2)[CH:5]=[CH:6][CH:7]=1.OC1C=CC(O)=CC=1C(=O)C.[Cl:31]C1C=C(C=CC=1)C=O. (6) Given the product [CH2:1]([CH:8]1[CH2:15][C@@H:11]2[CH2:12][N:13]([C:24]([NH:23][C:26]3[CH:31]=[CH:30][CH:29]=[C:28]([O:32][CH3:33])[CH:27]=3)=[O:25])[CH2:14][C@@H:10]2[CH2:9]1)[C:2]1[CH:3]=[CH:4][CH:5]=[CH:6][CH:7]=1, predict the reactants needed to synthesize it. The reactants are: [CH2:1]([CH:8]1[CH2:15][CH:11]2[CH2:12][NH:13][CH2:14][CH:10]2[CH2:9]1)[C:2]1[CH:7]=[CH:6][CH:5]=[CH:4][CH:3]=1.C(N(CC)CC)C.[N:23]([C:26]1[CH:31]=[CH:30][CH:29]=[C:28]([O:32][CH3:33])[CH:27]=1)=[C:24]=[O:25]. (7) Given the product [O:33]1[CH2:34][CH:35]=[C:36]([C:12]2[N:11]=[CH:10][C:9]3[O:8][C:5]4[C:4]([C@@:15]5([CH2:19][O:18][C:17]([NH2:20])=[N:16]5)[C:14]=3[CH:13]=2)=[CH:3][C:2]([C:28]2[C:23]([F:22])=[N:24][CH:25]=[CH:26][C:27]=2[CH3:32])=[CH:7][CH:6]=4)[CH2:37][CH2:38]1, predict the reactants needed to synthesize it. The reactants are: Br[C:2]1[CH:3]=[C:4]2[C@@:15]3([CH2:19][O:18][C:17]([NH2:20])=[N:16]3)[C:14]3[CH:13]=[C:12](Cl)[N:11]=[CH:10][C:9]=3[O:8][C:5]2=[CH:6][CH:7]=1.[F:22][C:23]1[C:28](B(O)O)=[C:27]([CH3:32])[CH:26]=[CH:25][N:24]=1.[O:33]1[CH2:38][CH:37]=[C:36](B2OC(C)(C)C(C)(C)O2)[CH2:35][CH2:34]1. (8) Given the product [CH3:1][O:2][C:3](=[O:13])[C:4]1[CH:9]=[C:8]([I:14])[C:7]([CH2:10][CH3:11])=[CH:6][C:5]=1[NH2:12], predict the reactants needed to synthesize it. The reactants are: [CH3:1][O:2][C:3](=[O:13])[C:4]1[CH:9]=[CH:8][C:7]([CH2:10][CH3:11])=[CH:6][C:5]=1[NH2:12].[I:14]I. (9) Given the product [Cl:62][C:63]1[CH:68]=[CH:67][C:66]([F:72])=[C:65]([C:55]2[CH:54]=[CH:53][C:52]([CH2:51][N:49]([CH2:48][C@:47]([OH:60])([CH3:59])[C:46]([OH:45])=[O:61])[NH:50][C:7]([C:5]3[O:4][N:3]=[C:2]([OH:1])[CH:6]=3)=[O:9])=[CH:57][CH:56]=2)[CH:64]=1, predict the reactants needed to synthesize it. The reactants are: [OH:1][C:2]1[CH:6]=[C:5]([C:7]([OH:9])=O)[O:4][N:3]=1.CN(C(ON1N=NC2C=CC=NC1=2)=[N+](C)C)C.F[P-](F)(F)(F)(F)F.CCN(C(C)C)C(C)C.C([O:45][C:46](=[O:61])[C@@:47]([OH:60])([CH3:59])[CH2:48][N:49]([CH2:51][C:52]1[CH:57]=[CH:56][C:55](Br)=[CH:54][CH:53]=1)[NH2:50])C.[Cl:62][C:63]1[CH:64]=[CH:65][C:66]([F:72])=[C:67](B(O)O)[CH:68]=1.C([O-])([O-])=O.[K+].[K+].CCO.[Li+].[OH-]. (10) Given the product [CH2:61]([O:58][C:3]1[C:4]([CH:56]=[CH2:57])=[C:5]([CH:17]2[C@H:22]([O:23][CH2:24][C:25]3[CH:30]=[CH:29][CH:28]=[CH:27][CH:26]=3)[C@@H:21]([O:31][CH2:32][C:33]3[CH:38]=[CH:37][CH:36]=[CH:35][CH:34]=3)[C@H:20]([O:39][CH2:40][C:41]3[CH:42]=[CH:43][CH:44]=[CH:45][CH:46]=3)[C@@H:19]([CH2:47][O:48][CH2:49][C:50]3[CH:51]=[CH:52][CH:53]=[CH:54][CH:55]=3)[O:18]2)[CH:6]=[C:7]([CH2:8][C:9]2[CH:10]=[CH:11][C:12]([CH2:15][CH3:16])=[CH:13][CH:14]=2)[C:2]=1[Cl:1])[CH:60]=[CH2:59], predict the reactants needed to synthesize it. The reactants are: [Cl:1][C:2]1[C:7]([CH2:8][C:9]2[CH:14]=[CH:13][C:12]([CH2:15][CH3:16])=[CH:11][CH:10]=2)=[CH:6][C:5]([CH:17]2[C@H:22]([O:23][CH2:24][C:25]3[CH:30]=[CH:29][CH:28]=[CH:27][CH:26]=3)[C@@H:21]([O:31][CH2:32][C:33]3[CH:38]=[CH:37][CH:36]=[CH:35][CH:34]=3)[C@H:20]([O:39][CH2:40][C:41]3[CH:46]=[CH:45][CH:44]=[CH:43][CH:42]=3)[C@@H:19]([CH2:47][O:48][CH2:49][C:50]3[CH:55]=[CH:54][CH:53]=[CH:52][CH:51]=3)[O:18]2)=[C:4]([CH:56]=[CH2:57])[C:3]=1[OH:58].[CH2:59](Br)[CH:60]=[CH2:61].C([O-])([O-])=O.[K+].[K+].